From a dataset of Peptide-MHC class I binding affinity with 185,985 pairs from IEDB/IMGT. Regression. Given a peptide amino acid sequence and an MHC pseudo amino acid sequence, predict their binding affinity value. This is MHC class I binding data. (1) The peptide sequence is TLPGCLIIL. The MHC is HLA-B57:01 with pseudo-sequence HLA-B57:01. The binding affinity (normalized) is 0.0847. (2) The binding affinity (normalized) is 0.290. The MHC is HLA-B15:01 with pseudo-sequence HLA-B15:01. The peptide sequence is AIFQSSMTK. (3) The peptide sequence is RPMTFKAAV. The MHC is HLA-B08:01 with pseudo-sequence HLA-B08:01. The binding affinity (normalized) is 0.622. (4) The peptide sequence is GTVPTDNPF. The MHC is HLA-A80:01 with pseudo-sequence HLA-A80:01. The binding affinity (normalized) is 0.0847. (5) The peptide sequence is YLAEGHACL. The MHC is HLA-C05:01 with pseudo-sequence HLA-C05:01. The binding affinity (normalized) is 0.536. (6) The peptide sequence is CIVIGIITLY. The MHC is HLA-A30:02 with pseudo-sequence HLA-A30:02. The binding affinity (normalized) is 0.818. (7) The peptide sequence is ISEDMHTDK. The MHC is HLA-B15:01 with pseudo-sequence HLA-B15:01. The binding affinity (normalized) is 0.0847.